From a dataset of Full USPTO retrosynthesis dataset with 1.9M reactions from patents (1976-2016). Predict the reactants needed to synthesize the given product. (1) Given the product [Cl:1][C:2]1[CH:15]=[CH:14][C:5]([CH2:6][NH:7][S:8]([C:10]([CH3:11])([CH3:13])[CH3:12])(=[O:43])=[O:9])=[CH:4][C:3]=1[NH:16][C:17]1[N:21]([CH3:22])[C:20]2[CH:23]=[C:24]([N:28]3[CH2:29][CH2:30][CH:31]([C:34]([F:36])([F:35])[F:37])[CH2:32][CH2:33]3)[C:25]([Cl:27])=[CH:26][C:19]=2[N:18]=1, predict the reactants needed to synthesize it. The reactants are: [Cl:1][C:2]1[CH:15]=[CH:14][C:5]([CH2:6][NH:7][S:8]([C:10]([CH3:13])([CH3:12])[CH3:11])=[O:9])=[CH:4][C:3]=1[NH:16][C:17]1[N:21]([CH3:22])[C:20]2[CH:23]=[C:24]([N:28]3[CH2:33][CH2:32][CH:31]([C:34]([F:37])([F:36])[F:35])[CH2:30][CH2:29]3)[C:25]([Cl:27])=[CH:26][C:19]=2[N:18]=1.ClC1C=C(C=CC=1)C(OO)=[O:43]. (2) Given the product [Cl:16][C:4]1[C:5](=[O:15])[N:6]([C:9]2[CH:14]=[CH:13][CH:12]=[CH:11][CH:10]=2)[N:7]([CH3:8])[C:3]=1[CH2:2][N:31]1[CH2:32][CH2:33][N:28]([C:19]2[C:18]([Cl:17])=[CH:23][C:22]([C:24]([F:27])([F:26])[F:25])=[CH:21][N:20]=2)[CH2:29][CH2:30]1, predict the reactants needed to synthesize it. The reactants are: Br[CH2:2][C:3]1[N:7]([CH3:8])[N:6]([C:9]2[CH:14]=[CH:13][CH:12]=[CH:11][CH:10]=2)[C:5](=[O:15])[C:4]=1[Cl:16].[Cl:17][C:18]1[C:19]([N:28]2[CH2:33][CH2:32][NH:31][CH2:30][CH2:29]2)=[N:20][CH:21]=[C:22]([C:24]([F:27])([F:26])[F:25])[CH:23]=1. (3) Given the product [ClH:19].[CH2:20]([N:27]1[CH2:32][CH2:31][N:30]([S:16]([C:14]2[S:15][C:11]([C:5]3[CH:4]=[C:3]([CH2:1][CH3:2])[C:8](=[O:9])[NH:7][C:6]=3[CH3:10])=[CH:12][CH:13]=2)(=[O:18])=[O:17])[CH2:29][CH2:28]1)[C:21]1[CH:22]=[CH:23][CH:24]=[CH:25][CH:26]=1, predict the reactants needed to synthesize it. The reactants are: [CH2:1]([C:3]1[C:8](=[O:9])[NH:7][C:6]([CH3:10])=[C:5]([C:11]2[S:15][C:14]([S:16]([Cl:19])(=[O:18])=[O:17])=[CH:13][CH:12]=2)[CH:4]=1)[CH3:2].[CH2:20]([N:27]1[CH2:32][CH2:31][NH:30][CH2:29][CH2:28]1)[C:21]1[CH:26]=[CH:25][CH:24]=[CH:23][CH:22]=1. (4) Given the product [CH3:1][O:2][C:3]([C:4]1[C:5]2[CH:26]=[CH:20][C:21]([CH2:22][CH2:24][CH3:25])=[N:12][C:6]=2[C:7]([O:10][CH3:11])=[CH:8][CH:9]=1)=[O:13], predict the reactants needed to synthesize it. The reactants are: [CH3:1][O:2][C:3](=[O:13])[C:4]1[CH:9]=[CH:8][C:7]([O:10][CH3:11])=[C:6]([NH2:12])[CH:5]=1.Cl.C(O)CCC.[C:20]1(Cl)[C:26](=O)[C:25](Cl)=[C:24](Cl)[C:22](=O)[C:21]=1Cl.